Dataset: Reaction yield outcomes from USPTO patents with 853,638 reactions. Task: Predict the reaction yield, written as a fraction of the theoretical maximum amount of product (1.0 means a 100% yield; for example, 0.34 means a 34% yield). (1) The reactants are [Cl:1][C:2]1[CH:3]=[C:4]([N+:13]([O-])=O)[C:5]([CH3:12])=[C:6]([CH:11]=1)[C:7]([O:9][CH3:10])=[O:8]. The catalyst is CO.C(O)(=O)C.[Fe]. The product is [NH2:13][C:4]1[C:5]([CH3:12])=[C:6]([CH:11]=[C:2]([Cl:1])[CH:3]=1)[C:7]([O:9][CH3:10])=[O:8]. The yield is 0.710. (2) The reactants are [Cl:1][C:2]1[N:7]=[C:6]([NH:8][CH2:9][C:10]2[CH:15]=[CH:14][C:13]([F:16])=[CH:12][CH:11]=2)[C:5]([N+:17]([O-:19])=[O:18])=[CH:4][CH:3]=1.I[CH3:21]. No catalyst specified. The product is [Cl:1][C:2]1[N:7]=[C:6]([N:8]([CH2:9][C:10]2[CH:15]=[CH:14][C:13]([F:16])=[CH:12][CH:11]=2)[CH3:21])[C:5]([N+:17]([O-:19])=[O:18])=[CH:4][CH:3]=1. The yield is 0.650. (3) The yield is 0.720. The product is [SH:18][C:17]1[N:16]([CH3:15])[C:4](=[O:5])[CH:3]=[C:2]([C:9]2[CH:14]=[CH:13][N:12]=[CH:11][CH:10]=2)[N:19]=1. The reactants are O=[C:2]([C:9]1[CH:14]=[CH:13][N:12]=[CH:11][CH:10]=1)[CH2:3][C:4](OCC)=[O:5].[CH3:15][NH:16][C:17]([NH2:19])=[S:18].C1CCN2C(=NCCC2)CC1.CS(O)(=O)=O. The catalyst is O. (4) The reactants are [CH3:1][C:2]1[CH:3]=[C:4]([CH:10]=[C:11]([CH3:13])[CH:12]=1)[O:5][CH2:6][C:7]([OH:9])=[O:8].[Cl:14][S:15](O)(=[O:17])=[O:16].O.C1COCC1. The catalyst is C(Cl)Cl. The product is [Cl:14][S:15]([C:12]1[C:11]([CH3:13])=[CH:10][C:4]([O:5][CH2:6][C:7]([OH:9])=[O:8])=[CH:3][C:2]=1[CH3:1])(=[O:17])=[O:16]. The yield is 0.300.